From a dataset of NCI-60 drug combinations with 297,098 pairs across 59 cell lines. Regression. Given two drug SMILES strings and cell line genomic features, predict the synergy score measuring deviation from expected non-interaction effect. (1) Drug 1: CC12CCC3C(C1CCC2O)C(CC4=C3C=CC(=C4)O)CCCCCCCCCS(=O)CCCC(C(F)(F)F)(F)F. Drug 2: C(CCl)NC(=O)N(CCCl)N=O. Cell line: SK-OV-3. Synergy scores: CSS=1.39, Synergy_ZIP=0.365, Synergy_Bliss=2.12, Synergy_Loewe=0.987, Synergy_HSA=0.726. (2) Drug 2: N.N.Cl[Pt+2]Cl. Synergy scores: CSS=31.5, Synergy_ZIP=-9.45, Synergy_Bliss=1.30, Synergy_Loewe=4.33, Synergy_HSA=4.95. Cell line: MCF7. Drug 1: CCC1=C2CN3C(=CC4=C(C3=O)COC(=O)C4(CC)O)C2=NC5=C1C=C(C=C5)O. (3) Drug 1: CC12CCC3C(C1CCC2=O)CC(=C)C4=CC(=O)C=CC34C. Drug 2: CC1=CC=C(C=C1)C2=CC(=NN2C3=CC=C(C=C3)S(=O)(=O)N)C(F)(F)F. Cell line: MALME-3M. Synergy scores: CSS=15.5, Synergy_ZIP=3.40, Synergy_Bliss=2.53, Synergy_Loewe=0.238, Synergy_HSA=0.0782. (4) Drug 1: C1=NNC2=C1C(=O)NC=N2. Drug 2: C1CC(=O)NC(=O)C1N2C(=O)C3=CC=CC=C3C2=O. Cell line: MOLT-4. Synergy scores: CSS=6.01, Synergy_ZIP=-2.57, Synergy_Bliss=-1.04, Synergy_Loewe=-6.13, Synergy_HSA=-4.06. (5) Drug 1: CC1OCC2C(O1)C(C(C(O2)OC3C4COC(=O)C4C(C5=CC6=C(C=C35)OCO6)C7=CC(=C(C(=C7)OC)O)OC)O)O. Drug 2: CC12CCC3C(C1CCC2OP(=O)(O)O)CCC4=C3C=CC(=C4)OC(=O)N(CCCl)CCCl.[Na+]. Cell line: OVCAR-5. Synergy scores: CSS=18.4, Synergy_ZIP=-7.60, Synergy_Bliss=-9.26, Synergy_Loewe=-6.37, Synergy_HSA=-6.17. (6) Drug 1: CN(CC1=CN=C2C(=N1)C(=NC(=N2)N)N)C3=CC=C(C=C3)C(=O)NC(CCC(=O)O)C(=O)O. Drug 2: CC(C)NC(=O)C1=CC=C(C=C1)CNNC.Cl. Cell line: A498. Synergy scores: CSS=4.56, Synergy_ZIP=-8.11, Synergy_Bliss=-4.94, Synergy_Loewe=-4.67, Synergy_HSA=-3.60. (7) Drug 1: CC1=C(N=C(N=C1N)C(CC(=O)N)NCC(C(=O)N)N)C(=O)NC(C(C2=CN=CN2)OC3C(C(C(C(O3)CO)O)O)OC4C(C(C(C(O4)CO)O)OC(=O)N)O)C(=O)NC(C)C(C(C)C(=O)NC(C(C)O)C(=O)NCCC5=NC(=CS5)C6=NC(=CS6)C(=O)NCCC[S+](C)C)O. Drug 2: CC1C(C(CC(O1)OC2CC(CC3=C2C(=C4C(=C3O)C(=O)C5=C(C4=O)C(=CC=C5)OC)O)(C(=O)CO)O)N)O.Cl. Cell line: SR. Synergy scores: CSS=58.6, Synergy_ZIP=-16.4, Synergy_Bliss=-32.3, Synergy_Loewe=-32.2, Synergy_HSA=-30.6.